Dataset: Experimentally validated miRNA-target interactions with 360,000+ pairs, plus equal number of negative samples. Task: Binary Classification. Given a miRNA mature sequence and a target amino acid sequence, predict their likelihood of interaction. (1) The miRNA is mmu-miR-1264-3p with sequence CAAAUCUUAUUUGAGCACCUGU. The protein sequence of the target gene is MNVRRSLLGLTFCTCYLASHLTNKYVLSVLKFTYPTLFQGWQTFIGGLLLHMSWKLGWVELHSSPRSDVLIWLPASALFVGIIYAGSKALSRLAVPVFFILHNVAEVLTCGYQKCVWKEKTSLSKICSALFLLAAAGCLPFQDSQFDPDGYFWALIHIFCVGSYKILRKSRKPTVLSDIDQQYLNYIFSMVLLAFASHPTGDLFGALDFPFLYFYRFHGSCCASGVLGFFLMLSTVRLRSILAPGQCAAWILCAKVVTAGLSMLLFDMALTKATVGCFLLGGLGEALLVFSERRSSS. Result: 1 (interaction). (2) The miRNA is hsa-miR-6516-5p with sequence UUUGCAGUAACAGGUGUGAGCA. The protein sequence of the target gene is MLKEHPEMAEAPQQQLGIPVVKLEKELPWGRGREDPSPETFRLRFRQFRYQEAAGPQEALRELQELCRRWLRPELHTKEQILELLVLEQFLTILPREFYAWIREHGPESGKALAAMVEDLTERALEAKAVPCHRQGEQEETALCRGAWEPGIQLGPVEVKPEWGMPPGEGVQGPDPGTEEQLSQDPGDETRAFQEQALPVLQAGPGLPAVNPRDQEMAAGFFTAGSQGLGPFKDMALAFPEEEWRHVTPAQIDCFGEYVEPQDCRVSPGGGSKEKEAKPPQEDLKGALVALTSERFGEAS.... Result: 1 (interaction). (3) The miRNA is mmu-miR-3969 with sequence CCCUAAAGUAGAAAUCACUA. The protein sequence of the target gene is MLGAMFRADTLMPANLNPQGDGHYFIDRDGKAFRHILNFLRLGRLDLPRGYGETALLKAEADFYQIRPLLDALRELEASRGTPASTAALLHADVDVSPRQVHFSARRGPHHYELSSVQVDTFRANLFCTDPECLAAMRNRFGVAIGDRAEGGPHFRLEWASRPQELPEVEYQRLGLQPLWTGGPEDRREVANTPTFLEEVLRVALEHGFRLDSVFPDPEDLLNSRSLRFVRH. Result: 0 (no interaction).